This data is from Full USPTO retrosynthesis dataset with 1.9M reactions from patents (1976-2016). The task is: Predict the reactants needed to synthesize the given product. (1) Given the product [CH:26]1([CH2:25][N:24]2[C:13]3[CH:14]=[CH:15][C:16]([S:18]([CH:21]([CH3:23])[CH3:22])(=[O:20])=[O:19])=[CH:17][C:12]=3[N:11]=[C:8]2[CH2:7][C:2]2([CH3:1])[CH2:6][CH2:5][CH2:4][CH2:3]2)[CH2:27][CH2:28]1, predict the reactants needed to synthesize it. The reactants are: [CH3:1][C:2]1([CH2:7][C:8](Cl)=O)[CH2:6][CH2:5][CH2:4][CH2:3]1.[NH2:11][C:12]1[CH:17]=[C:16]([S:18]([CH:21]([CH3:23])[CH3:22])(=[O:20])=[O:19])[CH:15]=[CH:14][C:13]=1[NH:24][CH2:25][CH:26]1[CH2:28][CH2:27]1. (2) Given the product [NH2:18][C:17]1[N:3]([CH:5]2[CH2:6][CH2:7][N:8]([C:11]([O:13][CH:14]([CH3:16])[CH3:15])=[O:12])[CH2:9][CH2:10]2)[N:4]=[CH:25][C:19]=1[C:20]([O:22][CH2:23][CH3:24])=[O:21], predict the reactants needed to synthesize it. The reactants are: Cl.Cl.[NH:3]([CH:5]1[CH2:10][CH2:9][N:8]([C:11]([O:13][CH:14]([CH3:16])[CH3:15])=[O:12])[CH2:7][CH2:6]1)[NH2:4].[C:17]([C:19](=[CH:25]OCC)[C:20]([O:22][CH2:23][CH3:24])=[O:21])#[N:18].C([O-])(=O)C.[Na+]. (3) The reactants are: [O:1]=[C:2]1[NH:6][C:5]2[S:7][C:8]([C:10]([O:12][C:13]([CH3:16])([CH3:15])[CH3:14])=[O:11])=[CH:9][C:4]=2[CH2:3]1.[CH3:17][O:18][C:19]1[CH:23]=[CH:22][NH:21][C:20]=1[CH:24]=O. Given the product [CH3:17][O:18][C:19]1[CH:23]=[CH:22][NH:21][C:20]=1/[CH:24]=[C:3]1/[C:4]2[CH:9]=[C:8]([C:10]([O:12][C:13]([CH3:16])([CH3:15])[CH3:14])=[O:11])[S:7][C:5]=2[NH:6][C:2]/1=[O:1], predict the reactants needed to synthesize it.